This data is from Reaction yield outcomes from USPTO patents with 853,638 reactions. The task is: Predict the reaction yield, written as a fraction of the theoretical maximum amount of product (1.0 means a 100% yield; for example, 0.34 means a 34% yield). (1) The reactants are Cl.Cl.[F:3][C:4]([F:35])([F:34])[C:5]1[CH:33]=[CH:32][C:8]([CH2:9][N:10]2[CH2:31][CH2:30][C:13]3[NH:14][C:15]4[CH:16]=[CH:17][C:18]([C:21]([NH:23][CH:24]5[CH2:29][CH2:28][NH:27][CH2:26][CH2:25]5)=[O:22])=[CH:19][C:20]=4[C:12]=3[CH2:11]2)=[CH:7][CH:6]=1.Br.Br[CH2:38][C:39]1[CH:44]=[CH:43][N:42]=[CH:41][CH:40]=1.C(N(CC)CC)C.C(=O)(O)[O-].[Na+]. The catalyst is CN(C=O)C. The product is [N:42]1[CH:43]=[CH:44][C:39]([CH2:38][N:27]2[CH2:28][CH2:29][CH:24]([NH:23][C:21]([C:18]3[CH:17]=[CH:16][C:15]4[NH:14][C:13]5[CH2:30][CH2:31][N:10]([CH2:9][C:8]6[CH:32]=[CH:33][C:5]([C:4]([F:3])([F:34])[F:35])=[CH:6][CH:7]=6)[CH2:11][C:12]=5[C:20]=4[CH:19]=3)=[O:22])[CH2:25][CH2:26]2)=[CH:40][CH:41]=1. The yield is 0.600. (2) The reactants are [Si]([O:8][C:9]1[CH:10]=[C:11]2[C:16](=[CH:17][CH:18]=1)[CH:15]=[C:14]([C:19]#[C:20][CH2:21][CH2:22][NH:23][C:24](=[O:33])[O:25][CH2:26][C:27]1[CH:32]=[CH:31][CH:30]=[CH:29][CH:28]=1)[CH:13]=[CH:12]2)(C(C)(C)C)(C)C.[F-].C([N+](CCCC)(CCCC)CCCC)CCC. The catalyst is C1COCC1. The product is [OH:8][C:9]1[CH:10]=[C:11]2[C:16](=[CH:17][CH:18]=1)[CH:15]=[C:14]([C:19]#[C:20][CH2:21][CH2:22][NH:23][C:24](=[O:33])[O:25][CH2:26][C:27]1[CH:28]=[CH:29][CH:30]=[CH:31][CH:32]=1)[CH:13]=[CH:12]2. The yield is 0.500. (3) The reactants are [Cl:1][C:2]1[N:7]=[C:6]([NH:8][CH3:9])[C:5]([CH:10]=O)=[CH:4][N:3]=1.[NH2:12][C:13]1[CH:14]=[C:15]([NH:20][C:21](=[O:32])[C:22]2[CH:27]=[CH:26][CH:25]=[C:24]([C:28]([F:31])([F:30])[F:29])[CH:23]=2)[CH:16]=[CH:17][C:18]=1[CH3:19].C([BH3-])#N.[Na+].C(O)(=O)C. The catalyst is CO.C(Cl)(Cl)Cl. The product is [Cl:1][C:2]1[N:7]=[C:6]([NH:8][CH3:9])[C:5]([CH2:10][NH:12][C:13]2[CH:14]=[C:15]([NH:20][C:21](=[O:32])[C:22]3[CH:27]=[CH:26][CH:25]=[C:24]([C:28]([F:29])([F:30])[F:31])[CH:23]=3)[CH:16]=[CH:17][C:18]=2[CH3:19])=[CH:4][N:3]=1. The yield is 0.640. (4) The reactants are [OH:1][N:2]1[C:10](=[O:11])[C:9]2[C:4](=[CH:5][CH:6]=[CH:7][CH:8]=2)[C:3]1=[O:12].O[CH2:14][C:15]1[N:16]=[CH:17][N:18]([C:20]([O:22][C:23]([CH3:26])([CH3:25])[CH3:24])=[O:21])[CH:19]=1.C1(P(C2C=CC=CC=2)C2C=CC=CC=2)C=CC=CC=1.CC(OC(/N=N/C(OC(C)C)=O)=O)C. The catalyst is C1COCC1. The product is [O:12]=[C:3]1[C:4]2[C:9](=[CH:8][CH:7]=[CH:6][CH:5]=2)[C:10](=[O:11])[N:2]1[O:1][CH2:14][C:15]1[N:16]=[CH:17][N:18]([C:20]([O:22][C:23]([CH3:26])([CH3:25])[CH3:24])=[O:21])[CH:19]=1. The yield is 0.610. (5) The reactants are O.O.[Sn](Cl)Cl.[N:6]1([C:12]2[CH:19]=[CH:18][C:15]([C:16]#[N:17])=[C:14]([N+:20]([O-])=O)[CH:13]=2)[CH2:11][CH2:10][O:9][CH2:8][CH2:7]1.[OH-].[Na+]. The catalyst is Cl. The product is [NH2:20][C:14]1[CH:13]=[C:12]([N:6]2[CH2:7][CH2:8][O:9][CH2:10][CH2:11]2)[CH:19]=[CH:18][C:15]=1[C:16]#[N:17]. The yield is 0.950. (6) The reactants are [Cl:1][C:2]1[CH:26]=[CH:25][C:24](B2OC(C)(C)C(C)(C)O2)=[CH:23][C:3]=1[C:4]([NH:6][C:7]1[N:11]([C:12]2[CH:17]=[CH:16][CH:15]=[CH:14][CH:13]=2)[N:10]=[C:9]([C:18]([O:20][CH2:21][CH3:22])=[O:19])[CH:8]=1)=[O:5].C([O-])([O-])=O.[Na+].[Na+].Br[C:43]1[CH:48]=[CH:47][CH:46]=[C:45]([O:49][CH:50]([F:52])[F:51])[N:44]=1. The catalyst is O1CCOCC1.O.CC([O-])=O.CC([O-])=O.[Pd+2]. The product is [Cl:1][C:2]1[CH:26]=[CH:25][C:24]([C:43]2[CH:48]=[CH:47][CH:46]=[C:45]([O:49][CH:50]([F:52])[F:51])[N:44]=2)=[CH:23][C:3]=1[C:4]([NH:6][C:7]1[N:11]([C:12]2[CH:13]=[CH:14][CH:15]=[CH:16][CH:17]=2)[N:10]=[C:9]([C:18]([O:20][CH2:21][CH3:22])=[O:19])[CH:8]=1)=[O:5]. The yield is 0.600.